From a dataset of Catalyst prediction with 721,799 reactions and 888 catalyst types from USPTO. Predict which catalyst facilitates the given reaction. (1) Reactant: [C:1]([C:3]1[C:12]([CH3:13])=[CH:11][C:10]2[C:9]([CH3:15])([CH3:14])[CH2:8][CH2:7][C:6]([CH3:17])([CH3:16])[C:5]=2[CH:4]=1)#N.[H-].C([Al+]CC(C)C)C(C)C.C(O)(=[O:30])C.O. Product: [CH:1]([C:3]1[C:12]([CH3:13])=[CH:11][C:10]2[C:9]([CH3:15])([CH3:14])[CH2:8][CH2:7][C:6]([CH3:17])([CH3:16])[C:5]=2[CH:4]=1)=[O:30]. The catalyst class is: 4. (2) Reactant: [Br:1][C:2]1[C:6]([N+:7]([O-])=O)=[C:5]([Br:10])[S:4][C:3]=1[C:11]([O:13][CH2:14][CH3:15])=[O:12].C(=O)(O)[O-].[Na+].C(OCC)(=O)C. Product: [NH2:7][C:6]1[C:2]([Br:1])=[C:3]([C:11]([O:13][CH2:14][CH3:15])=[O:12])[S:4][C:5]=1[Br:10]. The catalyst class is: 180. (3) Reactant: [C:1]([O:4][C:5]1[CH:13]=[CH:12][CH:11]=[CH:10][C:6]=1C(O)=O)(=[O:3])[CH3:2].C(Cl)(=O)C(Cl)=O.[CH3:20][N:21]([CH:23]=[O:24])C.NC1[S:30][C:29]([NH:31][C:32]2[CH:37]=[CH:36][C:35]([O:38][CH3:39])=[CH:34][CH:33]=2)=[N:28][C:27]=1[C:40]([NH2:42])=[O:41]. Product: [C:1]([O:4][C:5]1[CH:6]=[CH:10][C:11]([C:23](=[O:24])[NH:21][C:20]2[S:30][C:29]([NH:31][C:32]3[CH:33]=[CH:34][C:35]([O:38][CH3:39])=[CH:36][CH:37]=3)=[N:28][C:27]=2[C:40](=[O:41])[NH2:42])=[CH:12][CH:13]=1)(=[O:3])[CH3:2]. The catalyst class is: 202. (4) Product: [CH3:19][C@H:10]1[C@H:9]([NH2:8])[CH2:18][CH2:17][C:12]2([O:13][CH2:14][CH2:15][O:16]2)[CH2:11]1. Reactant: C([NH:8][C@@H:9]1[CH2:18][CH2:17][C:12]2([O:16][CH2:15][CH2:14][O:13]2)[CH2:11][C@H:10]1[CH3:19])C1C=CC=CC=1. The catalyst class is: 19.